Task: Predict which catalyst facilitates the given reaction.. Dataset: Catalyst prediction with 721,799 reactions and 888 catalyst types from USPTO (1) Reactant: [C:1]([O:5][C:6]([N:8]1[CH2:14][C:13](=O)[CH:12]2[CH:10]([O:11]2)[CH2:9]1)=[O:7])([CH3:4])([CH3:3])[CH3:2].[CH3:16][N:17]([CH3:27])[C:18]1[CH:26]=[CH:25][C:21]([C:22]([NH2:24])=[S:23])=[CH:20][CH:19]=1. Product: [C:1]([O:5][C:6]([N:8]1[CH2:9][CH:10]([OH:11])[C:12]2[S:23][C:22]([C:21]3[CH:25]=[CH:26][C:18]([N:17]([CH3:27])[CH3:16])=[CH:19][CH:20]=3)=[N:24][C:13]=2[CH2:14]1)=[O:7])([CH3:2])([CH3:3])[CH3:4]. The catalyst class is: 8. (2) Reactant: CC(OC([N:8]1[CH2:13][CH2:12][C:11]([C:17]2[CH:22]=[CH:21][CH:20]=[CH:19][CH:18]=2)([C:14]([OH:16])=[O:15])[CH2:10][CH2:9]1)=O)(C)C.[H][H].[ClH:25]. Product: [ClH:25].[CH:17]1([C:11]2([C:14]([OH:16])=[O:15])[CH2:10][CH2:9][NH:8][CH2:13][CH2:12]2)[CH2:18][CH2:19][CH2:20][CH2:21][CH2:22]1. The catalyst class is: 847. (3) Reactant: [C:1]([O:5][C:6](=[O:46])[NH:7][CH2:8][C:9]#[C:10][C:11]1[CH:16]=[CH:15][C:14]([CH:17]2[C:22]([CH3:24])([CH3:23])[O:21][C:20]([NH:25][C@H:26]([C:37]3[CH:42]=[CH:41][CH:40]=[CH:39][C:38]=3[F:43])[CH2:27][CH2:28][O:29][Si:30]([C:33]([CH3:36])([CH3:35])[CH3:34])([CH3:32])[CH3:31])=[N:19][S:18]2(=[O:45])=[O:44])=[CH:13][CH:12]=1)([CH3:4])([CH3:3])[CH3:2].[H][H]. Product: [C:1]([O:5][C:6](=[O:46])[NH:7][CH2:8][CH2:9][CH2:10][C:11]1[CH:16]=[CH:15][C:14]([CH:17]2[C:22]([CH3:24])([CH3:23])[O:21][C:20]([NH:25][C@H:26]([C:37]3[CH:42]=[CH:41][CH:40]=[CH:39][C:38]=3[F:43])[CH2:27][CH2:28][O:29][Si:30]([C:33]([CH3:34])([CH3:35])[CH3:36])([CH3:32])[CH3:31])=[N:19][S:18]2(=[O:44])=[O:45])=[CH:13][CH:12]=1)([CH3:2])([CH3:3])[CH3:4]. The catalyst class is: 19. (4) Reactant: [Br:1][C:2]1[CH:3]=[C:4]([OH:9])[CH:5]=[C:6]([Cl:8])[CH:7]=1.Cl[CH2:11][CH:12]1[CH2:14][O:13]1.C([O-])([O-])=O.[K+].[K+]. Product: [Br:1][C:2]1[CH:3]=[C:4]([CH:5]=[C:6]([Cl:8])[CH:7]=1)[O:9][CH2:11][CH:12]1[CH2:14][O:13]1. The catalyst class is: 23. (5) Reactant: CC1(C)C(C)(C)[O:5][B:4]([C:9]2[CH:14]=[CH:13][C:12]([OH:15])=[CH:11][CH:10]=2)[O:3]1.Cl.Cl[CH2:19][CH2:20][N:21]1[CH2:26][CH2:25][CH2:24][CH2:23][CH2:22]1.C(=O)([O-])[O-].[K+].[K+].C1OCCOCCOCCOCCOCCOC1. Product: [N:21]1([CH2:20][CH2:19][O:15][C:12]2[CH:11]=[CH:10][C:9]([B:4]([OH:3])[OH:5])=[CH:14][CH:13]=2)[CH2:26][CH2:25][CH2:24][CH2:23][CH2:22]1. The catalyst class is: 881. (6) Reactant: [F:1][C:2]1[CH:3]=[C:4]([CH2:9][C@H:10]([NH:38]C(=O)OC(C)(C)C)[C:11]2[C:16]([C:17]3[N:22]4[C:23]([CH3:31])=[N:24][C:25]([NH:26][S:27]([CH3:30])(=[O:29])=[O:28])=[C:21]4[CH:20]=[CH:19][CH:18]=3)=[CH:15][CH:14]=[C:13]([C:32]#[C:33][C:34]([OH:37])([CH3:36])[CH3:35])[N:12]=2)[CH:5]=[C:6]([F:8])[CH:7]=1.C(O)(C(F)(F)F)=O. Product: [NH2:38][C@H:10]([C:11]1[C:16]([C:17]2[N:22]3[C:23]([CH3:31])=[N:24][C:25]([NH:26][S:27]([CH3:30])(=[O:29])=[O:28])=[C:21]3[CH:20]=[CH:19][CH:18]=2)=[CH:15][CH:14]=[C:13]([C:32]#[C:33][C:34]([OH:37])([CH3:35])[CH3:36])[N:12]=1)[CH2:9][C:4]1[CH:3]=[C:2]([F:1])[CH:7]=[C:6]([F:8])[CH:5]=1. The catalyst class is: 2. (7) Reactant: N[C:2]1[C:10]([Cl:11])=[CH:9][C:5]([C:6]([OH:8])=[O:7])=[C:4]([O:12][CH3:13])[CH:3]=1.F[B-](F)(F)F.[H+].N([O-])=[O:21].[Na+]. Product: [Cl:11][C:10]1[C:2]([OH:21])=[CH:3][C:4]([O:12][CH3:13])=[C:5]([CH:9]=1)[C:6]([OH:8])=[O:7]. The catalyst class is: 6. (8) Reactant: [Cl:1][C:2]1[CH:7]=[CH:6][CH:5]=[CH:4][C:3]=1[F:8].[Li]CCCC.CCCCCC.CON(C)[C:23]([C@@H:25]1[CH2:30][CH2:29][CH2:28][N:27]([C:31]([O:33][C:34]([CH3:37])([CH3:36])[CH3:35])=[O:32])[CH2:26]1)=[O:24]. Product: [Cl:1][C:2]1[C:3]([F:8])=[C:4]([CH:5]=[CH:6][CH:7]=1)[C:23]([C@@H:25]1[CH2:30][CH2:29][CH2:28][N:27]([C:31]([O:33][C:34]([CH3:37])([CH3:36])[CH3:35])=[O:32])[CH2:26]1)=[O:24]. The catalyst class is: 1. (9) Reactant: [C@H:1]1([OH:7])[CH:5]=[CH:4][C@@H:3]([OH:6])[CH2:2]1.[C:8](OC=C)(=[O:10])[CH3:9]. Product: [C:8]([O:6][C@H:3]1[CH2:2][C@@H:1]([OH:7])[CH:5]=[CH:4]1)(=[O:10])[CH3:9]. The catalyst class is: 21.